From a dataset of Catalyst prediction with 721,799 reactions and 888 catalyst types from USPTO. Predict which catalyst facilitates the given reaction. (1) Reactant: C(OC(N[C@@H:9]([CH2:13][CH2:14][CH2:15][N:16]1[C:24](=[O:25])[C:23]2[C:18](=[CH:19][CH:20]=[CH:21][CH:22]=2)[C:17]1=[O:26])[C:10]([OH:12])=[O:11])=O)(C)(C)C.FC(F)(F)C(O)=[O:30]. Product: [O:26]=[C:17]1[C:18]2[C:23](=[CH:22][CH:21]=[CH:20][CH:19]=2)[C:24](=[O:25])[N:16]1[CH2:15][CH2:14][CH2:13][C@H:9]([OH:30])[C:10]([OH:12])=[O:11]. The catalyst class is: 68. (2) Reactant: [Cl:1][C:2]1[CH:10]=[CH:9][C:5]([C:6](O)=[O:7])=[CH:4][C:3]=1[NH:11][C:12]([C:14]1[C:23](=[O:24])[NH:22][C:17]2[N:18]=[CH:19][N:20]=[CH:21][C:16]=2[CH:15]=1)=[O:13].[C:25]([O:29][C:30](=[O:41])[NH:31][CH2:32][CH:33]([NH2:40])[C:34]1[CH:39]=[CH:38][CH:37]=[CH:36][CH:35]=1)([CH3:28])([CH3:27])[CH3:26].C(N(CC)CC)C.CN(C(ON1N=NC2C=CC=NC1=2)=[N+](C)C)C.F[P-](F)(F)(F)(F)F. Product: [Cl:1][C:2]1[CH:10]=[CH:9][C:5]([C:6]([NH:40][CH:33]([C:34]2[CH:35]=[CH:36][CH:37]=[CH:38][CH:39]=2)[CH2:32][NH:31][C:30](=[O:41])[O:29][C:25]([CH3:28])([CH3:26])[CH3:27])=[O:7])=[CH:4][C:3]=1[NH:11][C:12]([C:14]1[C:23](=[O:24])[NH:22][C:17]2[N:18]=[CH:19][N:20]=[CH:21][C:16]=2[CH:15]=1)=[O:13]. The catalyst class is: 18. (3) Reactant: C(OC(=O)[NH:7][C:8]1[CH:13]=[CH:12][C:11]([F:14])=[CH:10][C:9]=1[NH2:15])(C)(C)C.CCN(C(C)C)C(C)C.Cl[C:27]([O:29][CH2:30][CH:31]=[CH2:32])=[O:28]. Product: [CH2:30]([O:29][C:27](=[O:28])[NH:15][C:9]1[CH:10]=[C:11]([F:14])[CH:12]=[CH:13][C:8]=1[NH2:7])[CH:31]=[CH2:32]. The catalyst class is: 1. (4) Product: [CH3:2][O:3][C:4](=[O:29])[C@H:5]([CH2:7][C:8]1[CH:9]=[CH:10][C:11]([C:14]2[C:15](=[O:28])[N:16]([CH2:21][C:22]3[CH:27]=[CH:26][CH:25]=[CH:24][CH:23]=3)[CH:17]=[C:18]([Cl:20])[CH:19]=2)=[CH:12][CH:13]=1)[NH:6][C:33]([C:32]1[C:36]([CH3:40])=[CH:37][CH:38]=[CH:39][C:31]=1[Cl:30])=[O:34]. Reactant: Cl.[CH3:2][O:3][C:4](=[O:29])[C@H:5]([CH2:7][C:8]1[CH:13]=[CH:12][C:11]([C:14]2[C:15](=[O:28])[N:16]([CH2:21][C:22]3[CH:27]=[CH:26][CH:25]=[CH:24][CH:23]=3)[CH:17]=[C:18]([Cl:20])[CH:19]=2)=[CH:10][CH:9]=1)[NH2:6].[Cl:30][C:31]1[CH:39]=[CH:38][CH:37]=[C:36]([CH3:40])[C:32]=1[C:33](O)=[O:34].CCCCCCCCCCCC(OC[C@@H](OC(CCCCCCCCCCC)=O)COP(OCCN)(O)=O)=O.CN(C(ON1N=NC2C=CC=CC1=2)=[N+](C)C)C.F[P-](F)(F)(F)(F)F. The catalyst class is: 3. (5) Reactant: C[O:2][C:3](=[O:21])[C:4]1[CH:9]=[CH:8][C:7]([O:10][C:11]2[CH:16]=[CH:15][CH:14]=[C:13]([C:17]([F:20])([F:19])[F:18])[CH:12]=2)=[CH:6][CH:5]=1.[OH-].[Na+]. Product: [F:18][C:17]([F:19])([F:20])[C:13]1[CH:12]=[C:11]([CH:16]=[CH:15][CH:14]=1)[O:10][C:7]1[CH:8]=[CH:9][C:4]([C:3]([OH:21])=[O:2])=[CH:5][CH:6]=1. The catalyst class is: 83. (6) Reactant: [Br:1][C:2]1[CH:9]=[CH:8][C:5]([CH2:6]Br)=[CH:4][CH:3]=1.C(N(CC)CC)C.C[C@:18]1([OH:24])[CH2:23][CH2:22][CH2:21][NH:20][CH2:19]1. Product: [Br:1][C:2]1[CH:9]=[CH:8][C:5]([CH2:6][N:20]2[CH2:21][CH2:22][CH2:23][C@H:18]([OH:24])[CH2:19]2)=[CH:4][CH:3]=1. The catalyst class is: 1.